Dataset: Forward reaction prediction with 1.9M reactions from USPTO patents (1976-2016). Task: Predict the product of the given reaction. (1) The product is: [NH2:23][C:20]1[N:21]=[CH:22][C:17]([C:3]2[CH:4]=[CH:5][C:6]([C:25]3[C:26]([O:31][CH2:32][CH:33]4[CH2:37][CH2:36][N:35]([C:38]([O:40][C:41]([CH3:44])([CH3:43])[CH3:42])=[O:39])[CH2:34]4)=[N:27][CH:28]=[CH:29][CH:30]=3)=[CH:7][C:2]=2[F:1])=[N:18][CH:19]=1. Given the reactants [F:1][C:2]1[CH:7]=[C:6](B2OC(C)(C)C(C)(C)O2)[CH:5]=[CH:4][C:3]=1[C:17]1[N:18]=[CH:19][C:20]([NH2:23])=[N:21][CH:22]=1.Br[C:25]1[C:26]([O:31][CH2:32][CH:33]2[CH2:37][CH2:36][N:35]([C:38]([O:40][C:41]([CH3:44])([CH3:43])[CH3:42])=[O:39])[CH2:34]2)=[N:27][CH:28]=[CH:29][CH:30]=1, predict the reaction product. (2) Given the reactants [NH2:1][CH2:2][C:3]1[C:4]([F:20])=[C:5]([O:10][C:11]2[CH:12]=[C:13]([CH:16]=[C:17]([Cl:19])[CH:18]=2)[C:14]#[N:15])[C:6]([Cl:9])=[CH:7][CH:8]=1.[Cl:21][C:22]1[CH:30]=[C:29]([Cl:31])[CH:28]=[C:27]2[C:23]=1[CH:24]=[C:25]([C:32](Cl)=[O:33])[NH:26]2.C(N(C(C)C)CC)(C)C, predict the reaction product. The product is: [Cl:21][C:22]1[CH:30]=[C:29]([Cl:31])[CH:28]=[C:27]2[C:23]=1[CH:24]=[C:25]([C:32]([NH:1][CH2:2][C:3]1[CH:8]=[CH:7][C:6]([Cl:9])=[C:5]([O:10][C:11]3[CH:12]=[C:13]([C:14]#[N:15])[CH:16]=[C:17]([Cl:19])[CH:18]=3)[C:4]=1[F:20])=[O:33])[NH:26]2.